From a dataset of Reaction yield outcomes from USPTO patents with 853,638 reactions. Predict the reaction yield, written as a fraction of the theoretical maximum amount of product (1.0 means a 100% yield; for example, 0.34 means a 34% yield). (1) The reactants are [F:1][C:2]1[C:19]([NH:20][C:21]([C:23](OC)=[O:24])=[O:22])=[C:18]([N+:27]([O-:29])=[O:28])[CH:17]=[CH:16][C:3]=1[O:4][C@@H:5]1[CH2:10][CH2:9][C@H:8]([C:11]([O:13][CH2:14][CH3:15])=[O:12])[CH2:7][CH2:6]1.O.[NH2:31][NH2:32]. The catalyst is C(O)C. The product is [F:1][C:2]1[C:19]([NH:20][C:21]([C:23]([NH:31][NH2:32])=[O:24])=[O:22])=[C:18]([N+:27]([O-:29])=[O:28])[CH:17]=[CH:16][C:3]=1[O:4][C@@H:5]1[CH2:6][CH2:7][C@H:8]([C:11]([O:13][CH2:14][CH3:15])=[O:12])[CH2:9][CH2:10]1. The yield is 0.940. (2) The reactants are CS(N)(=O)=O.C=C1C=[CH:12][C:11]2[CH:14]=[C:15]([C:18](=[O:20])[CH3:19])[CH:16]=[CH:17][C:10]=2[O:9]C1.S(S([O-])=O)([O-])(=O)=O.[Na+].[Na+].ClCCl.[C:33]([OH:37])([CH3:36])([CH3:35])[CH3:34].[OH2:38]. The catalyst is [Os](=O)(=O)(=O)=O. The product is [OH:37][C:33]1([CH2:36][OH:38])[CH:35]=[CH:12][C:11]2[CH:14]=[C:15]([C:18](=[O:20])[CH3:19])[CH:16]=[CH:17][C:10]=2[O:9][CH2:34]1. The yield is 0.700. (3) The product is [CH:6]([C:5]1[CH:8]=[CH:9][C:2]([O:1][CH:23]([CH3:24])[C:22]([O:21][CH3:20])=[O:26])=[C:3]([N+:10]([O-:12])=[O:11])[CH:4]=1)=[O:7]. The yield is 0.610. No catalyst specified. The reactants are [OH:1][C:2]1[CH:9]=[CH:8][C:5]([CH:6]=[O:7])=[CH:4][C:3]=1[N+:10]([O-:12])=[O:11].C1(O)C=CC=CC=1.[CH3:20][O:21][C:22](=[O:26])[CH:23](Br)[CH3:24]. (4) The reactants are [CH3:1][N:2]1[C:10]2[CH:9]=[C:8]([N:11]3[CH:16]=[CH:15][C:14]([C:17]4[CH:22]=[CH:21][C:20]([CH3:23])=[CH:19][N:18]=4)=[CH:13][C:12]3=[O:24])[CH:7]=[CH:6][C:5]=2[C:4]2[CH2:25][N:26](C(OC(C)(C)C)=O)[CH2:27][CH2:28][C:3]1=2.C1(N)C(F)=C(F)C(F)=C(N)C=1F.[ClH:48].Cl. No catalyst specified. The product is [ClH:48].[ClH:48].[CH3:1][N:2]1[C:10]2[CH:9]=[C:8]([N:11]3[CH:16]=[CH:15][C:14]([C:17]4[CH:22]=[CH:21][C:20]([CH3:23])=[CH:19][N:18]=4)=[CH:13][C:12]3=[O:24])[CH:7]=[CH:6][C:5]=2[C:4]2[CH2:25][NH:26][CH2:27][CH2:28][C:3]1=2. The yield is 0.300.